Dataset: Retrosynthesis with 50K atom-mapped reactions and 10 reaction types from USPTO. Task: Predict the reactants needed to synthesize the given product. (1) Given the product O=[N+]([O-])c1cc([N+](=O)[O-])c(O)c([N+](=O)[O-])c1, predict the reactants needed to synthesize it. The reactants are: CC(=O)c1ccc2c(c1)C(c1ccccc1)=NCc1cnc(C)n1-2. (2) Given the product Cc1ccc2cccc(Cl)c2n1, predict the reactants needed to synthesize it. The reactants are: C/C=C/C=O.Nc1ccccc1Cl. (3) Given the product O=S(=O)(CC1CNC1)c1ccccc1F, predict the reactants needed to synthesize it. The reactants are: O=S(=O)(CC1CN(C(c2ccccc2)c2ccccc2)C1)c1ccccc1F. (4) Given the product C=CCOc1cccc(C=O)c1, predict the reactants needed to synthesize it. The reactants are: C=CCBr.O=Cc1cccc(O)c1. (5) Given the product CCN(CC)Cc1cccc2nc3n(c12)CCCN3c1ccc(Cl)cc1Cl, predict the reactants needed to synthesize it. The reactants are: CCN(CC)C(=O)c1cccc2nc3n(c12)CCCN3c1ccc(Cl)cc1Cl.